Dataset: Catalyst prediction with 721,799 reactions and 888 catalyst types from USPTO. Task: Predict which catalyst facilitates the given reaction. (1) Reactant: [C:1]([O:5][C:6]1[CH:13]=[CH:12][C:9]([CH:10]=[CH2:11])=[CH:8][CH:7]=1)([CH3:4])([CH3:3])[CH3:2].[C:14]([O:18][CH:19]1[CH2:24][CH2:23][CH2:22][CH2:21][CH2:20]1)(=[O:17])[CH:15]=[CH2:16].N(C(C)(CC)C([O-])=O)=NC(C)(CC)C([O-])=O. Product: [C:1]([O:5][C:6]1[CH:7]=[CH:8][C:9]([CH:10]=[CH2:11])=[CH:12][CH:13]=1)([CH3:4])([CH3:2])[CH3:3].[C:14]([O:18][CH:19]1[CH2:24][CH2:23][CH2:22][CH2:21][CH2:20]1)(=[O:17])[CH:15]=[CH2:16]. The catalyst class is: 169. (2) Product: [Cl:1][C:2]1[CH:3]=[CH:4][C:5]([CH2:6][N:7]2[C:11]3[CH:12]=[CH:13][C:14]([C:16]([NH:63][C@H:61]([C:58]4[CH:59]=[CH:60][CH:55]=[C:56]([CH:24]([CH3:26])[CH3:25])[CH:57]=4)[CH3:62])=[O:18])=[CH:15][C:10]=3[N:9]=[CH:8]2)=[CH:19][CH:20]=1. The catalyst class is: 3. Reactant: [Cl:1][C:2]1[CH:20]=[CH:19][C:5]([CH2:6][N:7]2[C:11]3[CH:12]=[CH:13][C:14]([C:16]([OH:18])=O)=[CH:15][C:10]=3[N:9]=[CH:8]2)=[CH:4][CH:3]=1.CCN(C(C)C)[CH:24]([CH3:26])[CH3:25].CN(C(ON1N=NC2C=CC=NC1=2)=[N+](C)C)C.F[P-](F)(F)(F)(F)F.Br[C:55]1[CH:60]=[CH:59][C:58]([C@@H:61]([NH2:63])[CH3:62])=[CH:57][CH:56]=1.